Predict the reactants needed to synthesize the given product. From a dataset of Full USPTO retrosynthesis dataset with 1.9M reactions from patents (1976-2016). (1) Given the product [N:12]1([CH2:18][CH2:19][NH:20][C:21]([C:23]2[NH:24][C:25]([CH:28]=[C:10]3[C:3]4[C:2]([N:30]5[CH2:35][CH2:34][CH2:33][CH2:32][CH2:31]5)=[N:7][CH:6]=[N:5][C:4]=4[NH:8][C:9]3=[O:11])=[CH:26][CH:27]=2)=[O:22])[CH2:13][CH2:14][O:15][CH2:16][CH2:17]1, predict the reactants needed to synthesize it. The reactants are: Cl[C:2]1[C:3]2[CH2:10][C:9](=[O:11])[NH:8][C:4]=2[N:5]=[CH:6][N:7]=1.[N:12]1([CH2:18][CH2:19][NH:20][C:21]([C:23]2[NH:24][C:25]([CH:28]=O)=[CH:26][CH:27]=2)=[O:22])[CH2:17][CH2:16][O:15][CH2:14][CH2:13]1.[NH:30]1[CH2:35][CH2:34][CH2:33][CH2:32][CH2:31]1. (2) Given the product [CH3:7][O:8][CH2:9][CH2:10][CH2:11][C:12]1[S:16][C:15]([C:17]2[CH:22]=[CH:21][CH:20]=[CH:19][CH:18]=2)=[N:14][C:1]=1[C:2]([Cl:4])=[O:3], predict the reactants needed to synthesize it. The reactants are: [C:1](Cl)(=O)[C:2]([Cl:4])=[O:3].[CH3:7][O:8][CH2:9][CH2:10][CH2:11][C:12]1[S:16][C:15]([C:17]2[CH:22]=[CH:21][CH:20]=[CH:19][CH:18]=2)=[N:14]C=1C([O-])=O. (3) Given the product [CH2:1]([N:3]1[CH2:4][CH2:5][N:6]([C:9]2[CH:14]=[C:13]([NH2:15])[C:12]([NH2:16])=[CH:11][CH:10]=2)[CH2:7][CH2:8]1)[CH3:2], predict the reactants needed to synthesize it. The reactants are: [CH2:1]([N:3]1[CH2:8][CH2:7][N:6]([C:9]2[CH:10]=[CH:11][C:12]([N+:16]([O-])=O)=[C:13]([NH2:15])[CH:14]=2)[CH2:5][CH2:4]1)[CH3:2]. (4) The reactants are: CC1C=CC(S(OCC2CC3C=C(F)C=C(C4C=CC=CC=4)C=3O2)(=O)=O)=CC=1.[N-]=[N+]=[N-].[Na+].[N:33]([CH2:36][CH:37]1[CH2:41][C:40]2[CH:42]=[C:43]([F:52])[CH:44]=[C:45]([C:46]3[CH:51]=[CH:50][CH:49]=[CH:48][CH:47]=3)[C:39]=2[O:38]1)=[N+]=[N-].[N-]=[N+]=[N-]. Given the product [F:52][C:43]1[CH:44]=[C:45]([C:46]2[CH:51]=[CH:50][CH:49]=[CH:48][CH:47]=2)[C:39]2[O:38][CH:37]([CH2:36][NH2:33])[CH2:41][C:40]=2[CH:42]=1, predict the reactants needed to synthesize it. (5) Given the product [Br:37][C:10]1[C:9]([F:12])=[C:8]([O:13][CH:14]([F:15])[F:16])[CH:7]=[C:6]2[C:11]=1[C:3]([C:1]#[N:2])=[C:4]([C:21]1[N:26]=[CH:25][C:24]([S:27]([NH:30][C@@H:31]([CH3:36])[C:32]([F:34])([F:35])[F:33])(=[O:28])=[O:29])=[CH:23][CH:22]=1)[N:5]2[CH:17]1[CH2:18][CH2:19][CH2:20]1, predict the reactants needed to synthesize it. The reactants are: [C:1]([C:3]1[C:11]2[C:6](=[CH:7][C:8]([O:13][CH:14]([F:16])[F:15])=[C:9]([F:12])[CH:10]=2)[N:5]([CH:17]2[CH2:20][CH2:19][CH2:18]2)[C:4]=1[C:21]1[N:26]=[CH:25][C:24]([S:27]([NH:30][C@@H:31]([CH3:36])[C:32]([F:35])([F:34])[F:33])(=[O:29])=[O:28])=[CH:23][CH:22]=1)#[N:2].[Br:37]Br.OS([O-])=O.[Na+].